From a dataset of Catalyst prediction with 721,799 reactions and 888 catalyst types from USPTO. Predict which catalyst facilitates the given reaction. (1) Reactant: [CH:1]([C:3]1[CH:4]=[C:5]([CH:37]([CH2:42][C:43]([O:45]C)=[O:44])[C:38]([O:40]C)=[O:39])[CH:6]=[C:7]([C:16]2[CH:21]=[C:20]([CH2:22][N:23]3[CH2:28][CH2:27][N:26]([CH3:29])[CH2:25][CH2:24]3)[CH:19]=[CH:18][C:17]=2[O:30]COCCOC)[C:8]=1[O:9]COCCOC)=O.Cl.[NH2:48][C:49]1[CH:50]=[C:51]([CH:55]=[CH:56][C:57]=1[NH2:58])[C:52]([NH2:54])=[NH:53].C1(=O)C=CC(=O)C=C1. Product: [C:52]([C:51]1[CH:55]=[CH:56][C:57]2[NH:58][C:1]([C:3]3[CH:4]=[C:5]([CH:37]([CH2:42][C:43]([OH:45])=[O:44])[C:38]([OH:40])=[O:39])[CH:6]=[C:7]([C:16]4[CH:21]=[C:20]([CH2:22][N:23]5[CH2:24][CH2:25][N:26]([CH3:29])[CH2:27][CH2:28]5)[CH:19]=[CH:18][C:17]=4[OH:30])[C:8]=3[OH:9])=[N:48][C:49]=2[CH:50]=1)(=[NH:54])[NH2:53]. The catalyst class is: 5. (2) Reactant: [OH:1][C:2]1[NH:6][N:5]=[C:4]([C:7]([O:9][CH2:10][CH3:11])=[O:8])[CH:3]=1.C(=O)([O-])[O-].[K+].[K+].Cl[CH:19]1[CH2:24][CH2:23][CH2:22][CH2:21][C:20]1=[O:25]. Product: [CH2:10]([O:9][C:7]([C:4]1[CH:3]=[C:2]([O:1][CH:19]2[CH2:24][CH2:23][CH2:22][CH2:21][C:20]2=[O:25])[NH:6][N:5]=1)=[O:8])[CH3:11]. The catalyst class is: 10. (3) Reactant: [Cl:1][C:2]1[CH:7]=[CH:6][C:5]([S:8]([N:11]2[CH2:16][CH2:15][CH2:14][C@@H:13]([NH:17][C:18]3[N:23]=[C:22]([C:24]4[N:31]5[C:27]([S:28][CH:29]=[CH:30]5)=[N:26][C:25]=4[C:32]4[CH:33]=[C:34]([NH:38][C:39](=[O:49])[CH2:40][NH:41]C(=O)OC(C)(C)C)[CH:35]=[CH:36][CH:37]=4)[CH:21]=[CH:20][N:19]=3)[CH2:12]2)(=[O:10])=[O:9])=[CH:4][CH:3]=1.Cl. Product: [ClH:1].[Cl:1][C:2]1[CH:7]=[CH:6][C:5]([S:8]([N:11]2[CH2:16][CH2:15][CH2:14][C@@H:13]([NH:17][C:18]3[N:23]=[C:22]([C:24]4[N:31]5[C:27]([S:28][CH:29]=[CH:30]5)=[N:26][C:25]=4[C:32]4[CH:33]=[C:34]([NH:38][C:39](=[O:49])[CH2:40][NH2:41])[CH:35]=[CH:36][CH:37]=4)[CH:21]=[CH:20][N:19]=3)[CH2:12]2)(=[O:10])=[O:9])=[CH:4][CH:3]=1. The catalyst class is: 12.